From a dataset of hERG Central: cardiac toxicity at 1µM, 10µM, and general inhibition. Predict hERG channel inhibition at various concentrations. (1) The compound is COc1ccc(/C=C(\NC(=O)c2ccc([N+](=O)[O-])cc2)C(=O)NCCCN2CCOCC2)cc1. Results: hERG_inhib (hERG inhibition (general)): blocker. (2) The molecule is O=C(NCC(c1ccco1)N1CCCC1)c1cn(Cc2ccccc2)nc1-c1ccccc1. Results: hERG_inhib (hERG inhibition (general)): blocker. (3) The drug is Cn1nc(C(=O)N2CCN(S(=O)(=O)/C=C/c3ccccc3)CC2)c2ccccc2c1=O. Results: hERG_inhib (hERG inhibition (general)): blocker. (4) The compound is Cc1cnc(CN(C)Cc2c(C(=O)N3CCc4ccccc4C3)nc3ccc(Cl)cn23)[nH]1. Results: hERG_inhib (hERG inhibition (general)): blocker. (5) Results: hERG_inhib (hERG inhibition (general)): blocker. The compound is CCc1cc2c(=O)n(Cc3ccccc3)c(SC3CCOC3=O)nc2s1. (6) The compound is O=c1[nH]c(=S)n(CCC2=CCCCC2)c(O)c1C=NCCCn1ccnc1. Results: hERG_inhib (hERG inhibition (general)): blocker. (7) The drug is O=C(NC(=S)Nc1ccccc1Br)c1ccc2c(c1)OCO2. Results: hERG_inhib (hERG inhibition (general)): blocker. (8) The molecule is COc1cc(OC)c2c(C)cc(=O)oc2c1C(CCN1CCOCC1)c1ccc2c(c1)OCO2. Results: hERG_inhib (hERG inhibition (general)): blocker. (9) The molecule is CCOC(=O)c1cnc2ccccc2c1NCc1ccco1. Results: hERG_inhib (hERG inhibition (general)): blocker. (10) The compound is COc1ccc([N+](=O)[O-])cc1NCc1cccc([N+](=O)[O-])c1. Results: hERG_inhib (hERG inhibition (general)): blocker.